From a dataset of NCI-60 drug combinations with 297,098 pairs across 59 cell lines. Regression. Given two drug SMILES strings and cell line genomic features, predict the synergy score measuring deviation from expected non-interaction effect. (1) Drug 1: CC12CCC3C(C1CCC2=O)CC(=C)C4=CC(=O)C=CC34C. Drug 2: C1CN(P(=O)(OC1)NCCCl)CCCl. Cell line: SF-295. Synergy scores: CSS=42.2, Synergy_ZIP=-0.247, Synergy_Bliss=-0.449, Synergy_Loewe=-27.0, Synergy_HSA=-0.136. (2) Drug 1: C1CC(=O)NC(=O)C1N2CC3=C(C2=O)C=CC=C3N. Drug 2: C1C(C(OC1N2C=NC3=C(N=C(N=C32)Cl)N)CO)O. Cell line: CAKI-1. Synergy scores: CSS=5.95, Synergy_ZIP=-6.41, Synergy_Bliss=-4.48, Synergy_Loewe=-4.17, Synergy_HSA=-3.98. (3) Drug 1: CC1=CC2C(CCC3(C2CCC3(C(=O)C)OC(=O)C)C)C4(C1=CC(=O)CC4)C. Drug 2: C1=CC(=CC=C1CCCC(=O)O)N(CCCl)CCCl. Cell line: SF-268. Synergy scores: CSS=35.5, Synergy_ZIP=2.70, Synergy_Bliss=1.35, Synergy_Loewe=-8.25, Synergy_HSA=-2.39.